This data is from CYP2C19 inhibition data for predicting drug metabolism from PubChem BioAssay. The task is: Regression/Classification. Given a drug SMILES string, predict its absorption, distribution, metabolism, or excretion properties. Task type varies by dataset: regression for continuous measurements (e.g., permeability, clearance, half-life) or binary classification for categorical outcomes (e.g., BBB penetration, CYP inhibition). Dataset: cyp2c19_veith. The molecule is COc1cccc(-n2c(O)c(C=NCCN3CCOCC3)c(=O)[nH]c2=O)c1. The result is 0 (non-inhibitor).